Predict which catalyst facilitates the given reaction. From a dataset of Catalyst prediction with 721,799 reactions and 888 catalyst types from USPTO. Reactant: N1C=CC=CC=1.[NH2:7][C:8]1[CH:13]=[CH:12][C:11]([N+:14]([O-:16])=[O:15])=[CH:10][N:9]=1.[C:17]1([CH3:27])[CH:22]=[CH:21][C:20]([S:23](Cl)(=[O:25])=[O:24])=[CH:19][CH:18]=1. Product: [CH3:27][C:17]1[CH:22]=[CH:21][C:20]([S:23]([NH:7][C:8]2[CH:13]=[CH:12][C:11]([N+:14]([O-:16])=[O:15])=[CH:10][N:9]=2)(=[O:25])=[O:24])=[CH:19][CH:18]=1. The catalyst class is: 6.